From a dataset of Forward reaction prediction with 1.9M reactions from USPTO patents (1976-2016). Predict the product of the given reaction. (1) Given the reactants [NH2:1][C:2]1[CH:10]=[C:9]([O:11][CH3:12])[CH:8]=[C:7]([O:13][CH3:14])[C:3]=1[C:4]([NH2:6])=[O:5].C([Si](C)(C)[O:20][CH2:21][CH2:22][O:23][C:24]1[CH:31]=[CH:30][C:27]([CH:28]=O)=[CH:26][C:25]=1[Cl:32])(C)(C)C.O.C1(C)C=CC(S(O)(=O)=O)=CC=1.S([O-])(O)=O.[Na+], predict the reaction product. The product is: [Cl:32][C:25]1[CH:26]=[C:27]([C:28]2[NH:6][C:4](=[O:5])[C:3]3[C:2](=[CH:10][C:9]([O:11][CH3:12])=[CH:8][C:7]=3[O:13][CH3:14])[N:1]=2)[CH:30]=[CH:31][C:24]=1[O:23][CH2:22][CH2:21][OH:20]. (2) Given the reactants [S:1]1[CH:5]=[CH:4][CH:3]=[C:2]1[S:6]([N:9]1[CH2:14][CH2:13][N:12]([C:15]2[CH:20]=[CH:19][C:18]([C:21]([OH:27])([CH3:26])[C:22]([F:25])([F:24])[F:23])=[CH:17][CH:16]=2)[C@@H:11]([CH2:28][N:29]2[CH:34]3[CH2:35][CH:36]([OH:38])[CH2:37][CH:30]2[CH2:31][O:32][CH2:33]3)[CH2:10]1)(=[O:8])=[O:7].[CH2:39]1COCC1.[H-].[Na+].IC, predict the reaction product. The product is: [F:23][C:22]([F:25])([F:24])[C:21]([C:18]1[CH:19]=[CH:20][C:15]([N:12]2[CH2:13][CH2:14][N:9]([S:6]([C:2]3[S:1][CH:5]=[CH:4][CH:3]=3)(=[O:7])=[O:8])[CH2:10][C@@H:11]2[CH2:28][N:29]2[C@H:30]3[CH2:37][CH:36]([O:38][CH3:39])[CH2:35][C@@H:34]2[CH2:33][O:32][CH2:31]3)=[CH:16][CH:17]=1)([OH:27])[CH3:26].